Dataset: NCI-60 drug combinations with 297,098 pairs across 59 cell lines. Task: Regression. Given two drug SMILES strings and cell line genomic features, predict the synergy score measuring deviation from expected non-interaction effect. (1) Drug 1: CC=C1C(=O)NC(C(=O)OC2CC(=O)NC(C(=O)NC(CSSCCC=C2)C(=O)N1)C(C)C)C(C)C. Drug 2: CC1=C(N=C(N=C1N)C(CC(=O)N)NCC(C(=O)N)N)C(=O)NC(C(C2=CN=CN2)OC3C(C(C(C(O3)CO)O)O)OC4C(C(C(C(O4)CO)O)OC(=O)N)O)C(=O)NC(C)C(C(C)C(=O)NC(C(C)O)C(=O)NCCC5=NC(=CS5)C6=NC(=CS6)C(=O)NCCC[S+](C)C)O. Cell line: HS 578T. Synergy scores: CSS=67.0, Synergy_ZIP=-0.277, Synergy_Bliss=0.665, Synergy_Loewe=1.77, Synergy_HSA=4.66. (2) Drug 1: CCC(=C(C1=CC=CC=C1)C2=CC=C(C=C2)OCCN(C)C)C3=CC=CC=C3.C(C(=O)O)C(CC(=O)O)(C(=O)O)O. Drug 2: C1CN(CCN1C(=O)CCBr)C(=O)CCBr. Cell line: NCIH23. Synergy scores: CSS=13.0, Synergy_ZIP=-2.39, Synergy_Bliss=-0.270, Synergy_Loewe=-12.1, Synergy_HSA=-1.86.